The task is: Predict which catalyst facilitates the given reaction.. This data is from Catalyst prediction with 721,799 reactions and 888 catalyst types from USPTO. (1) Reactant: Br[CH2:2][C:3]1[CH:4]=[C:5]([CH:9]=[CH:10][CH:11]=1)[C:6]([OH:8])=[O:7].[C:12]([O-:15])(=[S:14])[CH3:13].[K+]. Product: [C:12]([S:14][CH2:2][C:3]1[CH:4]=[C:5]([CH:9]=[CH:10][CH:11]=1)[C:6]([OH:8])=[O:7])(=[O:15])[CH3:13]. The catalyst class is: 8. (2) Reactant: [CH3:1][CH2:2][C:3]([C:5]1[CH:10]=[CH:9][C:8]([OH:11])=[CH:7][CH:6]=1)=[O:4].BrBr.Br.[CH2:15]([NH2:22])[C:16]1[CH:21]=[CH:20][CH:19]=[CH:18][CH:17]=1.[OH-].[Na+]. Product: [CH2:15]([NH:22][CH:2]([CH3:1])[C:3]([C:5]1[CH:6]=[CH:7][C:8]([OH:11])=[CH:9][CH:10]=1)=[O:4])[C:16]1[CH:21]=[CH:20][CH:19]=[CH:18][CH:17]=1. The catalyst class is: 12. (3) Reactant: [C:1]([O:5][CH2:6][CH3:7])(=[O:4])[CH:2]=O.[CH3:8][C@H:9]([NH2:16])[C:10]1[CH:15]=[CH:14][CH:13]=[CH:12][CH:11]=1. Product: [CH2:6]([O:5][C:1](=[O:4])[CH:2]=[N:16][C@H:9]([C:10]1[CH:15]=[CH:14][CH:13]=[CH:12][CH:11]=1)[CH3:8])[CH3:7]. The catalyst class is: 2. (4) Reactant: [OH:1][C:2]12[CH2:11][CH:6]3[CH2:7][CH:8]([CH2:10][C:4]([C:12]([OH:14])=O)([CH2:5]3)[CH2:3]1)[CH2:9]2.[CH3:15][NH:16][CH2:17][C:18]1[S:19][CH:20]=[CH:21][CH:22]=1.C(N(CC)CC)C.CCN=C=NCCCN(C)C. Product: [CH3:15][N:16]([CH2:17][C:18]1[S:19][CH:20]=[CH:21][CH:22]=1)[C:12]([C:4]12[CH2:5][CH:6]3[CH2:7][CH:8]([CH2:9][C:2]([OH:1])([CH2:11]3)[CH2:3]1)[CH2:10]2)=[O:14]. The catalyst class is: 64. (5) Reactant: Br[CH2:2][CH:3]([F:8])[CH2:4][CH2:5][C:6]#[N:7].[N-:9]=[N+:10]=[N-:11].[Na+]. Product: [N:9]([CH2:2][CH:3]([F:8])[CH2:4][CH2:5][C:6]#[N:7])=[N+:10]=[N-:11]. The catalyst class is: 3. (6) Reactant: [F:1][C:2]1[CH:3]=[C:4]([C@@H:9]2[CH2:13][N:12]([CH2:14][CH2:15][O:16][CH3:17])[CH2:11][C@H:10]2[NH:18][C:19]([NH:21][C:22]2[N:26]([C:27]3[CH:32]=[CH:31][CH:30]=[CH:29][CH:28]=3)[N:25]=[C:24]([O:33][CH2:34][C@H:35]3[CH2:39][O:38]C(C)(C)[O:36]3)[C:23]=2[CH3:42])=[O:20])[CH:5]=[CH:6][C:7]=1[F:8].Cl. Product: [F:1][C:2]1[CH:3]=[C:4]([C@@H:9]2[CH2:13][N:12]([CH2:14][CH2:15][O:16][CH3:17])[CH2:11][C@H:10]2[NH:18][C:19]([NH:21][C:22]2[N:26]([C:27]3[CH:28]=[CH:29][CH:30]=[CH:31][CH:32]=3)[N:25]=[C:24]([O:33][CH2:34][C@H:35]([OH:36])[CH2:39][OH:38])[C:23]=2[CH3:42])=[O:20])[CH:5]=[CH:6][C:7]=1[F:8]. The catalyst class is: 1. (7) Reactant: C(C(O)=O)(F)(F)F.[O:8]=[C:9]1[C:17]2([CH2:22][CH2:21][O:20][CH2:19][CH2:18]2)[C:16]2[C:11](=[CH:12][CH:13]=[CH:14][CH:15]=2)[N:10]1[CH2:23][C:24]([O:26]C(C)(C)C)=[O:25]. Product: [O:8]=[C:9]1[C:17]2([CH2:22][CH2:21][O:20][CH2:19][CH2:18]2)[C:16]2[C:11](=[CH:12][CH:13]=[CH:14][CH:15]=2)[N:10]1[CH2:23][C:24]([OH:26])=[O:25]. The catalyst class is: 2. (8) Product: [NH:1]1[C:2]2=[N:3][CH:4]=[N:5][CH:6]=[C:7]2[C:8]([NH2:10])=[N:9]1. Reactant: [NH2:1][C:2]1[C:7]([C:8]#[N:9])=[CH:6][N:5]=[CH:4][N:3]=1.[N:10]([O-])=O.[Na+].Cl[Sn]Cl.CCOC(C)=O. The catalyst class is: 126. (9) Reactant: [N+](C1C=C([N+]([O-])=O)C=CC=1[O-])([O-])=O.[NH2:14][N+:15]1[CH:20]=[CH:19][C:18]2[O:21][CH2:22][CH2:23][C:17]=2[CH:16]=1.C(=O)([O-])[O-].[K+].[K+].[C:30]([O:36][CH2:37][CH3:38])(=[O:35])[C:31]#[C:32][CH2:33][CH3:34]. Product: [CH2:33]([C:32]1[C:31]([C:30]([O:36][CH2:37][CH3:38])=[O:35])=[C:16]2[C:17]3[CH2:23][CH2:22][O:21][C:18]=3[CH:19]=[CH:20][N:15]2[N:14]=1)[CH3:34]. The catalyst class is: 35.